The task is: Predict the product of the given reaction.. This data is from Forward reaction prediction with 1.9M reactions from USPTO patents (1976-2016). (1) Given the reactants [F:1][C:2]([F:12])([F:11])[C:3]1[CH:4]=[C:5]([NH2:10])[C:6]([NH2:9])=[CH:7][CH:8]=1.C(N(C(C)C)CC)(C)C.[Cl:22][C:23]1[C:24]([C:29]2[CH:37]=[CH:36][C:32]([C:33](O)=O)=[CH:31][CH:30]=2)=[N:25][CH:26]=[CH:27][CH:28]=1, predict the reaction product. The product is: [Cl:22][C:23]1[C:24]([C:29]2[CH:37]=[CH:36][C:32]([C:33]3[NH:10][C:5]4[CH:4]=[C:3]([C:2]([F:11])([F:12])[F:1])[CH:8]=[CH:7][C:6]=4[N:9]=3)=[CH:31][CH:30]=2)=[N:25][CH:26]=[CH:27][CH:28]=1. (2) Given the reactants [Br:1][C:2]1[CH:28]=[CH:27][C:5]([O:6][C:7]2[CH:12]=[CH:11][C:10]([F:13])=[CH:9][C:8]=2[NH:14][S:15]([C:18]2[CH:26]=[CH:25][C:21]([C:22](O)=[O:23])=[CH:20][CH:19]=2)(=[O:17])=[O:16])=[CH:4][CH:3]=1.Cl.[CH2:30]([O:32][C:33](=[O:36])[CH2:34][NH2:35])[CH3:31], predict the reaction product. The product is: [CH2:30]([O:32][C:33](=[O:36])[CH2:34][NH:35][C:22](=[O:23])[C:21]1[CH:20]=[CH:19][C:18]([S:15](=[O:16])(=[O:17])[NH:14][C:8]2[CH:9]=[C:10]([F:13])[CH:11]=[CH:12][C:7]=2[O:6][C:5]2[CH:27]=[CH:28][C:2]([Br:1])=[CH:3][CH:4]=2)=[CH:26][CH:25]=1)[CH3:31]. (3) Given the reactants Cl.[CH3:2][O:3][C:4](=[O:16])[C@@H:5]([NH2:15])[CH2:6][C:7]1[CH:12]=[CH:11][C:10]([OH:13])=[C:9]([OH:14])[CH:8]=1.[C:17](Cl)(=[O:22])[C:18]([CH3:21])([CH3:20])[CH3:19], predict the reaction product. The product is: [CH3:2][O:3][C:4](=[O:16])[C@@H:5]([NH2:15])[CH2:6][C:7]1[CH:12]=[CH:11][C:10]([O:13][C:17](=[O:22])[C:18]([CH3:21])([CH3:20])[CH3:19])=[C:9]([O:14][C:17](=[O:22])[C:18]([CH3:21])([CH3:20])[CH3:19])[CH:8]=1. (4) The product is: [CH2:1]([C@@H:8]1[CH2:9][CH2:10][C@H:11]([C:14]([NH:24][C:23]2[CH:25]=[CH:26][C:20]([F:19])=[CH:21][CH:22]=2)=[O:16])[CH2:12][CH2:13]1)[C:2]1[CH:3]=[CH:4][CH:5]=[CH:6][CH:7]=1. Given the reactants [CH2:1]([CH:8]1[CH2:13][CH2:12][CH:11]([C:14]([O:16]CC)=O)[CH2:10][CH2:9]1)[C:2]1[CH:7]=[CH:6][CH:5]=[CH:4][CH:3]=1.[F:19][C:20]1[CH:26]=[CH:25][C:23]([NH2:24])=[CH:22][CH:21]=1, predict the reaction product.